The task is: Regression. Given two drug SMILES strings and cell line genomic features, predict the synergy score measuring deviation from expected non-interaction effect.. This data is from NCI-60 drug combinations with 297,098 pairs across 59 cell lines. (1) Drug 1: C1C(C(OC1N2C=C(C(=O)NC2=O)F)CO)O. Drug 2: C1CC(C1)(C(=O)O)C(=O)O.[NH2-].[NH2-].[Pt+2]. Cell line: NCI/ADR-RES. Synergy scores: CSS=10.2, Synergy_ZIP=-6.63, Synergy_Bliss=-3.51, Synergy_Loewe=-3.22, Synergy_HSA=-2.28. (2) Drug 1: CC1=C(C=C(C=C1)C(=O)NC2=CC(=CC(=C2)C(F)(F)F)N3C=C(N=C3)C)NC4=NC=CC(=N4)C5=CN=CC=C5. Drug 2: CCC1=C2CN3C(=CC4=C(C3=O)COC(=O)C4(CC)O)C2=NC5=C1C=C(C=C5)O. Cell line: UACC-257. Synergy scores: CSS=8.35, Synergy_ZIP=-0.930, Synergy_Bliss=3.12, Synergy_Loewe=-13.3, Synergy_HSA=-1.85. (3) Synergy scores: CSS=28.5, Synergy_ZIP=-10.1, Synergy_Bliss=-1.45, Synergy_Loewe=0.130, Synergy_HSA=3.59. Drug 1: CC1OCC2C(O1)C(C(C(O2)OC3C4COC(=O)C4C(C5=CC6=C(C=C35)OCO6)C7=CC(=C(C(=C7)OC)O)OC)O)O. Cell line: MDA-MB-231. Drug 2: C1CCC(CC1)NC(=O)N(CCCl)N=O. (4) Synergy scores: CSS=-2.96, Synergy_ZIP=0.0851, Synergy_Bliss=-2.69, Synergy_Loewe=-5.11, Synergy_HSA=-3.73. Drug 1: CC1=C(C=C(C=C1)NC(=O)C2=CC=C(C=C2)CN3CCN(CC3)C)NC4=NC=CC(=N4)C5=CN=CC=C5. Drug 2: CCN(CC)CCNC(=O)C1=C(NC(=C1C)C=C2C3=C(C=CC(=C3)F)NC2=O)C. Cell line: NCI-H460. (5) Drug 1: CC(C1=C(C=CC(=C1Cl)F)Cl)OC2=C(N=CC(=C2)C3=CN(N=C3)C4CCNCC4)N. Drug 2: C1=C(C(=O)NC(=O)N1)N(CCCl)CCCl. Cell line: HOP-92. Synergy scores: CSS=29.7, Synergy_ZIP=-6.51, Synergy_Bliss=-3.39, Synergy_Loewe=-1.96, Synergy_HSA=-1.73. (6) Drug 1: CC12CCC(CC1=CCC3C2CCC4(C3CC=C4C5=CN=CC=C5)C)O. Drug 2: C1CN(P(=O)(OC1)NCCCl)CCCl. Cell line: SF-268. Synergy scores: CSS=-4.26, Synergy_ZIP=0.304, Synergy_Bliss=-4.55, Synergy_Loewe=-11.4, Synergy_HSA=-7.39. (7) Drug 1: CC(C)(C#N)C1=CC(=CC(=C1)CN2C=NC=N2)C(C)(C)C#N. Drug 2: CN(C(=O)NC(C=O)C(C(C(CO)O)O)O)N=O. Cell line: EKVX. Synergy scores: CSS=5.09, Synergy_ZIP=-1.40, Synergy_Bliss=-2.53, Synergy_Loewe=-2.31, Synergy_HSA=-1.96.